From a dataset of Full USPTO retrosynthesis dataset with 1.9M reactions from patents (1976-2016). Predict the reactants needed to synthesize the given product. (1) Given the product [C:1]([NH:4][CH:5]([CH2:9][CH3:10])[C:6](=[O:8])[C:19]([O:21][CH2:22][CH3:23])=[O:20])(=[O:3])[CH3:2], predict the reactants needed to synthesize it. The reactants are: [C:1]([NH:4][CH:5]([CH2:9][CH3:10])[C:6]([OH:8])=O)(=[O:3])[CH3:2].N1C=CC=CC=1.ClC(=O)[C:19]([O:21][CH2:22][CH3:23])=[O:20]. (2) Given the product [C:14]([C:11]1[CH:12]=[CH:13][C:8]([C:4]2[S:3][C:2]([NH:1][C:23]([N:20]3[CH:19]=[CH:18][N:22]=[CH:21]3)=[O:24])=[N:6][C:5]=2[CH3:7])=[CH:9][C:10]=1[F:17])(=[O:16])[CH3:15], predict the reactants needed to synthesize it. The reactants are: [NH2:1][C:2]1[S:3][C:4]([C:8]2[CH:13]=[CH:12][C:11]([C:14](=[O:16])[CH3:15])=[C:10]([F:17])[CH:9]=2)=[C:5]([CH3:7])[N:6]=1.[CH:18]1[N:22]=[CH:21][N:20]([C:23](N2C=NC=C2)=[O:24])[CH:19]=1. (3) Given the product [OH:30][N:29]=[C:25]1[C:26]2[C:22](=[CH:21][C:20]([C:18]([C:10]3[C:11]4[C:12](=[CH:13][N:14]=[CH:15][CH:16]=4)[S:17][C:9]=3[NH:8][CH2:7][C:6]3[CH:5]=[CH:4][C:3]([O:2][CH3:1])=[CH:39][CH:38]=3)=[O:19])=[CH:28][CH:27]=2)[CH2:23][CH2:24]1, predict the reactants needed to synthesize it. The reactants are: [CH3:1][O:2][C:3]1[CH:39]=[CH:38][C:6]([CH2:7][NH:8][C:9]2[S:17][C:12]3=[CH:13][N:14]=[CH:15][CH:16]=[C:11]3[C:10]=2[C:18]([C:20]2[CH:21]=[C:22]3[C:26](=[CH:27][CH:28]=2)[C:25](=[N:29][O:30][Si](C(C)(C)C)(C)C)[CH2:24][CH2:23]3)=[O:19])=[CH:5][CH:4]=1.CCCC[N+](CCCC)(CCCC)CCCC.[F-].